From a dataset of Forward reaction prediction with 1.9M reactions from USPTO patents (1976-2016). Predict the product of the given reaction. (1) Given the reactants [CH:1]1[C:9]2[C:8]3[CH:10]=[CH:11][NH:12][C:7]=3[CH:6]=[CH:5][C:4]=2[NH:3][N:2]=1.[CH:13]1[C:18]([NH:19][NH2:20])=[CH:17][CH:16]=[C:15]([S:21]([NH2:24])(=[O:23])=[O:22])[CH:14]=1.Cl.CC[O:28]C(C)=O, predict the reaction product. The product is: [O:28]=[C:11]1[NH:12][C:7]2[CH:6]=[CH:5][C:4]3[NH:3][N:2]=[CH:1][C:9]=3[C:8]=2[C:10]1=[N:20][NH:19][C:18]1[CH:13]=[CH:14][C:15]([S:21]([NH2:24])(=[O:22])=[O:23])=[CH:16][CH:17]=1. (2) Given the reactants [F:1][C:2]1[CH:10]=[CH:9][C:5]([C:6]([OH:8])=O)=[CH:4][CH:3]=1.CN(C(ON1N=NC2C=CC=NC1=2)=[N+](C)C)C.F[P-](F)(F)(F)(F)F.C(N(C(C)C)C(C)C)C.[O:44]1[CH2:49][CH2:48][O:47][CH2:46][CH:45]1[C:50]1[C:58]2[S:57][C:56]([NH2:59])=[N:55][C:54]=2[C:53]([O:60][CH3:61])=[CH:52][CH:51]=1, predict the reaction product. The product is: [O:44]1[CH2:49][CH2:48][O:47][CH2:46][CH:45]1[C:50]1[C:58]2[S:57][C:56]([NH:59][C:6](=[O:8])[C:5]3[CH:4]=[CH:3][C:2]([F:1])=[CH:10][CH:9]=3)=[N:55][C:54]=2[C:53]([O:60][CH3:61])=[CH:52][CH:51]=1. (3) Given the reactants [C:1]1([C@H:7]2[CH2:12][CH2:11][C@H:10]([NH2:13])[CH2:9][CH2:8]2)[CH:6]=[CH:5][CH:4]=[CH:3][CH:2]=1.[F:14][C:15]1[CH:20]=[CH:19][C:18]([N:21]=[C:22]=[O:23])=[CH:17][CH:16]=1, predict the reaction product. The product is: [F:14][C:15]1[CH:20]=[CH:19][C:18]([NH:21][C:22]([NH:13][C@H:10]2[CH2:9][CH2:8][C@H:7]([C:1]3[CH:6]=[CH:5][CH:4]=[CH:3][CH:2]=3)[CH2:12][CH2:11]2)=[O:23])=[CH:17][CH:16]=1. (4) Given the reactants [CH3:1][O:2][C:3]1[CH:4]=[C:5]([CH:9]=[CH:10][CH2:11][CH2:12][CH2:13][CH2:14][C:15]([OH:17])=[O:16])[CH:6]=[CH:7][CH:8]=1, predict the reaction product. The product is: [CH3:1][O:2][C:3]1[CH:4]=[C:5]([CH2:9][CH2:10][CH2:11][CH2:12][CH2:13][CH2:14][C:15]([OH:17])=[O:16])[CH:6]=[CH:7][CH:8]=1. (5) Given the reactants [Cl:1][C:2]1[CH:3]=[CH:4][C:5]2[N:6]([C:8](I)=[CH:9][N:10]=2)[N:7]=1.C([O-])([O-])=O.[Na+].[Na+].[C:18]([C:20]1[CH:25]=[CH:24][C:23](B(O)O)=[CH:22][CH:21]=1)#[N:19], predict the reaction product. The product is: [Cl:1][C:2]1[CH:3]=[CH:4][C:5]2[N:6]([C:8]([C:23]3[CH:24]=[CH:25][C:20]([C:18]#[N:19])=[CH:21][CH:22]=3)=[CH:9][N:10]=2)[N:7]=1. (6) The product is: [Br:1][C:2]1[N:3]=[CH:4][C:5]([O:9][C:10]2[CH:11]=[C:12]([CH:18]=[CH:19][CH:20]=2)[C:13]([OH:15])=[O:14])=[CH:6][CH:7]=1. Given the reactants [Br:1][C:2]1[CH:7]=[CH:6][C:5](F)=[CH:4][N:3]=1.[OH:9][C:10]1[CH:11]=[C:12]([CH:18]=[CH:19][CH:20]=1)[C:13]([O:15]CC)=[O:14], predict the reaction product.